From a dataset of Full USPTO retrosynthesis dataset with 1.9M reactions from patents (1976-2016). Predict the reactants needed to synthesize the given product. (1) The reactants are: [CH3:1][O:2][C:3](=[O:26])[CH2:4][C@H:5]1[C:9]2[CH:10]=[CH:11][C:12]([O:14][C@H:15]3[C:23]4[C:18](=[C:19]([OH:25])[CH:20]=[CH:21][C:22]=4[F:24])[CH2:17][CH2:16]3)=[CH:13][C:8]=2[O:7][CH2:6]1.[C:27]([NH:30][CH2:31][C:32]1[CH:33]=[C:34](B(O)O)[CH:35]=[CH:36][CH:37]=1)(=[O:29])[CH3:28]. Given the product [CH3:1][O:2][C:3](=[O:26])[CH2:4][C@H:5]1[C:9]2[CH:10]=[CH:11][C:12]([O:14][C@H:15]3[C:23]4[C:18](=[C:19]([O:25][C:34]5[CH:35]=[CH:36][CH:37]=[C:32]([CH2:31][NH:30][C:27](=[O:29])[CH3:28])[CH:33]=5)[CH:20]=[CH:21][C:22]=4[F:24])[CH2:17][CH2:16]3)=[CH:13][C:8]=2[O:7][CH2:6]1, predict the reactants needed to synthesize it. (2) Given the product [NH2:1][C@@H:4]1[CH2:13][C:12]2[C:7](=[CH:8][CH:9]=[CH:10][CH:11]=2)[CH2:6][C@H:5]1[OH:14], predict the reactants needed to synthesize it. The reactants are: [N:1]([C@@H:4]1[CH2:13][C:12]2[C:7](=[CH:8][CH:9]=[CH:10][CH:11]=2)[CH2:6][C@H:5]1[OH:14])=[N+]=[N-].